Dataset: Catalyst prediction with 721,799 reactions and 888 catalyst types from USPTO. Task: Predict which catalyst facilitates the given reaction. (1) Reactant: Cl[C:2]1[N:7]=[C:6]([CH2:8][N:9]2[C:17](=[O:18])[C:16]3[C:11](=[CH:12][CH:13]=[CH:14][CH:15]=3)[C:10]2=[O:19])[CH:5]=[C:4]([O:20][CH2:21][CH2:22][C:23]2([C:26]([F:29])([F:28])[F:27])[CH2:25][CH2:24]2)[N:3]=1.[CH:30]1(B(O)O)[CH2:32][CH2:31]1.C(Cl)(Cl)Cl.COC1C=CC=C(OC)C=1C1C=CC=CC=1P(C1CCCCC1)C1CCCCC1.[O-]P([O-])([O-])=O.[K+].[K+].[K+]. Product: [CH:30]1([C:2]2[N:7]=[C:6]([CH2:8][N:9]3[C:17](=[O:18])[C:16]4[C:11](=[CH:12][CH:13]=[CH:14][CH:15]=4)[C:10]3=[O:19])[CH:5]=[C:4]([O:20][CH2:21][CH2:22][C:23]3([C:26]([F:29])([F:28])[F:27])[CH2:25][CH2:24]3)[N:3]=2)[CH2:32][CH2:31]1. The catalyst class is: 720. (2) Reactant: O[Li].O.C[O:5][C:6](=[O:32])[C:7]1[CH:12]=[CH:11][C:10]([O:13][CH2:14][CH2:15][CH2:16][CH:17]2[CH2:22][CH2:21][N:20]([C:23]3[O:27][N:26]=[C:25]([CH:28]4[CH2:30][CH2:29]4)[N:24]=3)[CH2:19][CH2:18]2)=[CH:9][C:8]=1[CH3:31]. Product: [CH:28]1([C:25]2[N:24]=[C:23]([N:20]3[CH2:21][CH2:22][CH:17]([CH2:16][CH2:15][CH2:14][O:13][C:10]4[CH:11]=[CH:12][C:7]([C:6]([OH:32])=[O:5])=[C:8]([CH3:31])[CH:9]=4)[CH2:18][CH2:19]3)[O:27][N:26]=2)[CH2:29][CH2:30]1. The catalyst class is: 24.